From a dataset of Full USPTO retrosynthesis dataset with 1.9M reactions from patents (1976-2016). Predict the reactants needed to synthesize the given product. (1) Given the product [CH3:19][O:21][C:13]1[CH:14]=[C:9]([C@H:6]([CH2:7][CH3:8])[C@@H:5]([CH3:17])[CH2:4][N:3]([CH3:2])[CH3:18])[CH:10]=[CH:11][CH:12]=1, predict the reactants needed to synthesize it. The reactants are: Cl.[CH3:2][N:3]([CH3:18])[CH2:4][C@H:5]([CH3:17])[C:6]([C:9]1[CH:14]=[CH:13][CH:12]=[CH:11][C:10]=1OC)=[CH:7][CH3:8].[CH2:19]([OH:21])C. (2) Given the product [C:4]([NH:9][CH:10]([C:16](=[O:18])[CH3:17])[C:11]([O:13][CH2:14][CH3:15])=[O:12])(=[O:5])[CH3:3], predict the reactants needed to synthesize it. The reactants are: CN1CC[O:5][CH2:4][CH2:3]1.Cl.[NH2:9][CH:10]([C:16](=[O:18])[CH3:17])[C:11]([O:13][CH2:14][CH3:15])=[O:12].C(OC(=O)C)(=O)C.O. (3) The reactants are: C([O:8][C:9]1[CH:17]=[C:16]2[C:12]([CH:13]=[CH:14][NH:15]2)=[CH:11][CH:10]=1)C1C=CC=CC=1.[H-].[Na+].[CH:20]([Si:23](Cl)([CH:27]([CH3:29])[CH3:28])[CH:24]([CH3:26])[CH3:25])([CH3:22])[CH3:21]. Given the product [CH:20]([Si:23]([CH:27]([CH3:29])[CH3:28])([CH:24]([CH3:26])[CH3:25])[N:15]1[C:16]2[C:12](=[CH:11][CH:10]=[C:9]([OH:8])[CH:17]=2)[CH:13]=[CH:14]1)([CH3:22])[CH3:21], predict the reactants needed to synthesize it. (4) Given the product [CH3:14][O:13][C:3]1[C:2]([NH:1][C:16]2[N:21]=[C:20]([NH:22][CH3:23])[C:19]([C:24]([F:27])([F:25])[F:26])=[CH:18][N:17]=2)=[CH:10][CH:9]=[C:8]2[C:4]=1[CH2:5][N:6]([CH3:12])[C:7]2=[O:11], predict the reactants needed to synthesize it. The reactants are: [NH2:1][C:2]1[C:3]([O:13][CH3:14])=[C:4]2[C:8](=[CH:9][CH:10]=1)[C:7](=[O:11])[N:6]([CH3:12])[CH2:5]2.Cl[C:16]1[N:21]=[C:20]([NH:22][CH3:23])[C:19]([C:24]([F:27])([F:26])[F:25])=[CH:18][N:17]=1. (5) Given the product [CH2:11]([O:10][C:8]([N:7]1[C@H:3]([CH2:1][CH3:2])[CH2:4][CH2:5][C@H:6]1[C:18]([OH:20])=[O:19])=[O:9])[C:12]1[CH:13]=[CH:14][CH:15]=[CH:16][CH:17]=1, predict the reactants needed to synthesize it. The reactants are: [CH2:1]([C@H:3]1[N:7]([C:8]([O:10][CH2:11][C:12]2[CH:17]=[CH:16][CH:15]=[CH:14][CH:13]=2)=[O:9])[C@H:6]([C:18]([O:20]C(C)(C)C)=[O:19])[CH2:5][CH2:4]1)[CH3:2].FC(F)(F)C(O)=O. (6) Given the product [CH3:1][O:2][C:3]1[C:8]([CH2:9][NH:10][C:18](=[O:19])[O:17][C:14]([CH3:16])([CH3:15])[CH3:13])=[C:7]([CH3:11])[CH:6]=[C:5]([CH3:12])[N:4]=1, predict the reactants needed to synthesize it. The reactants are: [CH3:1][O:2][C:3]1[C:8]([CH2:9][NH2:10])=[C:7]([CH3:11])[CH:6]=[C:5]([CH3:12])[N:4]=1.[CH3:13][C:14]([O:17][C:18](O[C:18]([O:17][C:14]([CH3:16])([CH3:15])[CH3:13])=[O:19])=[O:19])([CH3:16])[CH3:15].